Dataset: Catalyst prediction with 721,799 reactions and 888 catalyst types from USPTO. Task: Predict which catalyst facilitates the given reaction. (1) Reactant: [CH:1]([O:4][C:5]1[CH:28]=[CH:27][C:8]([C:9]([N:11]2[CH2:16][CH2:15][C:14]3([C:25](=[O:26])[CH2:24][C:23]4[C:18](=[CH:19][CH:20]=[CH:21][CH:22]=4)[O:17]3)[CH2:13][CH2:12]2)=[O:10])=[CH:7][C:6]=1[O:29][CH3:30])([CH3:3])[CH3:2].[BH4-].[Na+]. Product: [OH:26][CH:25]1[C:14]2([CH2:15][CH2:16][N:11]([C:9]([C:8]3[CH:27]=[CH:28][C:5]([O:4][CH:1]([CH3:2])[CH3:3])=[C:6]([O:29][CH3:30])[CH:7]=3)=[O:10])[CH2:12][CH2:13]2)[O:17][C:18]2[C:23](=[CH:22][CH:21]=[CH:20][CH:19]=2)[CH2:24]1. The catalyst class is: 5. (2) Reactant: [C:1]1([NH:11][C:12](=[O:20])OC2C=CC=CC=2)[C:10]2[C:5](=[CH:6][CH:7]=[CH:8][CH:9]=2)[CH:4]=[CH:3][N:2]=1.[CH3:21][CH:22]1[CH2:27][CH2:26][N:25]([C:28]2[C:33]([CH2:34][NH2:35])=[CH:32][CH:31]=[C:30]([C:36]([F:39])([F:38])[F:37])[N:29]=2)[CH2:24][CH2:23]1.C(N(CC)CC)C. Product: [C:1]1([NH:11][C:12]([NH:35][CH2:34][C:33]2[C:28]([N:25]3[CH2:26][CH2:27][CH:22]([CH3:21])[CH2:23][CH2:24]3)=[N:29][C:30]([C:36]([F:39])([F:37])[F:38])=[CH:31][CH:32]=2)=[O:20])[C:10]2[C:5](=[CH:6][CH:7]=[CH:8][CH:9]=2)[CH:4]=[CH:3][N:2]=1. The catalyst class is: 58.